Dataset: Full USPTO retrosynthesis dataset with 1.9M reactions from patents (1976-2016). Task: Predict the reactants needed to synthesize the given product. (1) Given the product [CH2:59]([C:32]1([CH2:51][CH2:52][CH2:53][CH2:54][CH2:55][CH2:56][CH2:57][CH3:58])[C:33]2[CH:34]=[C:35]([C:2]3[CH:20]=[CH:19][C:5]([N:6]([C:13]4[CH:18]=[CH:17][CH:16]=[CH:15][CH:14]=4)[C:7]4[CH:12]=[CH:11][CH:10]=[CH:9][CH:8]=4)=[CH:4][CH:3]=3)[CH:36]=[CH:37][C:38]=2[C:39]2[C:31]1=[CH:30][C:29]([B:24]1[O:23][C:22]([CH3:21])([CH3:67])[C:26]([CH3:27])([CH3:28])[O:25]1)=[CH:41][CH:40]=2)[CH2:60][CH2:61][CH2:62][CH2:63][CH2:64][CH2:65][CH3:66], predict the reactants needed to synthesize it. The reactants are: Br[C:2]1[CH:20]=[CH:19][C:5]([N:6]([C:13]2[CH:18]=[CH:17][CH:16]=[CH:15][CH:14]=2)[C:7]2[CH:12]=[CH:11][CH:10]=[CH:9][CH:8]=2)=[CH:4][CH:3]=1.[CH3:21][C:22]1([CH3:67])[C:26]([CH3:28])([CH3:27])[O:25][B:24]([C:29]2[CH:41]=[CH:40][C:39]3[C:38]4[C:33](=[CH:34][C:35](B5OC(C)(C)C(C)(C)O5)=[CH:36][CH:37]=4)[C:32]([CH2:59][CH2:60][CH2:61][CH2:62][CH2:63][CH2:64][CH2:65][CH3:66])([CH2:51][CH2:52][CH2:53][CH2:54][CH2:55][CH2:56][CH2:57][CH3:58])[C:31]=3[CH:30]=2)[O:23]1.C(=O)([O-])[O-].[Na+].[Na+].C1(C)C=CC=CC=1. (2) Given the product [CH3:1][O:2][C:3](=[O:36])[C:4]1[CH:9]=[C:8]([O:10][C:11]2[CH:16]=[CH:15][C:14]([NH:17][S:37]([C:40]3[CH:46]=[CH:45][C:43]([CH3:44])=[CH:42][CH:41]=3)(=[O:39])=[O:38])=[C:13]([CH2:18][C:19]3[CH:24]=[CH:23][CH:22]=[CH:21][CH:20]=3)[CH:12]=2)[CH:7]=[CH:6][C:5]=1[NH:25][S:26]([C:29]1[CH:34]=[CH:33][C:32]([CH3:35])=[CH:31][CH:30]=1)(=[O:28])=[O:27], predict the reactants needed to synthesize it. The reactants are: [CH3:1][O:2][C:3](=[O:36])[C:4]1[CH:9]=[C:8]([O:10][C:11]2[CH:16]=[CH:15][C:14]([NH2:17])=[C:13]([CH2:18][C:19]3[CH:24]=[CH:23][CH:22]=[CH:21][CH:20]=3)[CH:12]=2)[CH:7]=[CH:6][C:5]=1[NH:25][S:26]([C:29]1[CH:34]=[CH:33][C:32]([CH3:35])=[CH:31][CH:30]=1)(=[O:28])=[O:27].[S:37](Cl)([C:40]1[CH:46]=[CH:45][C:43]([CH3:44])=[CH:42][CH:41]=1)(=[O:39])=[O:38].N1C=CC=CC=1. (3) Given the product [CH2:41]([N:38]1[C:28]2=[N:29][C:30]([CH3:37])=[C:31]([C:32]([O:34][CH2:35][CH3:36])=[O:33])[C:26]([NH:2][CH:3]3[CH2:8][CH2:7][O:6][CH2:5][CH2:4]3)=[C:27]2[CH:40]=[N:39]1)[CH3:42], predict the reactants needed to synthesize it. The reactants are: Cl.[NH2:2][CH:3]1[CH2:8][CH2:7][O:6][CH2:5][CH2:4]1.Cl.O1CCC(N)CC1.Cl.NC1CCOCC1.Cl[C:26]1[C:31]([C:32]([O:34][CH2:35][CH3:36])=[O:33])=[C:30]([CH3:37])[N:29]=[C:28]2[N:38]([CH2:41][CH3:42])[N:39]=[CH:40][C:27]=12.C(N(CC)C(C)C)(C)C. (4) Given the product [Cl:42][C:30]1[C:31]([C:33]2[C:41]3[C:36](=[CH:37][CH:38]=[CH:39][CH:40]=3)[NH:35][CH:34]=2)=[N:32][C:27]([NH:26][C:24]2[CH:23]=[CH:22][C:11]3[N:12]([CH2:13][C:14]4[CH:19]=[CH:18][C:17]([O:20][CH3:21])=[CH:16][CH:15]=4)[C:8]([C:5]4[CH:6]=[CH:7][C:2]([NH:1][C:56](=[O:57])/[CH:55]=[CH:51]/[CH2:49][N:45]([CH3:44])[CH3:46])=[CH:3][CH:4]=4)=[N:9][C:10]=3[CH:25]=2)=[N:28][CH:29]=1, predict the reactants needed to synthesize it. The reactants are: [NH2:1][C:2]1[CH:7]=[CH:6][C:5]([C:8]2[N:12]([CH2:13][C:14]3[CH:19]=[CH:18][C:17]([O:20][CH3:21])=[CH:16][CH:15]=3)[C:11]3[CH:22]=[CH:23][C:24]([NH:26][C:27]4[N:32]=[C:31]([C:33]5[C:41]6[C:36](=[CH:37][CH:38]=[CH:39][CH:40]=6)[NH:35][CH:34]=5)[C:30]([Cl:42])=[CH:29][N:28]=4)=[CH:25][C:10]=3[N:9]=2)=[CH:4][CH:3]=1.C[CH2:44][N:45]([CH:49]([CH3:51])C)[CH:46](C)C.BrC/C=[CH:55]/[C:56](Cl)=[O:57].C(Cl)Cl.CNC.C1COCC1. (5) Given the product [OH:1][CH:2]1[CH2:6][S:5][CH2:4][CH:3]1[CH2:7][C:8]1[CH:13]=[CH:12][C:11]([CH:14]([CH3:18])[C:15]([OH:17])=[O:16])=[CH:10][CH:9]=1, predict the reactants needed to synthesize it. The reactants are: [O:1]=[C:2]1[CH2:6][S:5][CH2:4][CH:3]1[CH2:7][C:8]1[CH:13]=[CH:12][C:11]([CH:14]([CH3:18])[C:15]([OH:17])=[O:16])=[CH:10][CH:9]=1.[BH4-].[Na+]. (6) Given the product [C:13]([C:7]1[CH:6]=[C:5]([N:4]([CH2:3][C:2]([F:15])([F:16])[F:1])[CH:18]([CH2:26][CH3:27])[C:19]([O:21][C:22]([CH3:25])([CH3:24])[CH3:23])=[O:20])[CH:10]=[CH:9][C:8]=1[C:11]#[N:12])#[N:14], predict the reactants needed to synthesize it. The reactants are: [F:1][C:2]([F:16])([F:15])[CH2:3][NH:4][C:5]1[CH:6]=[C:7]([C:13]#[N:14])[C:8]([C:11]#[N:12])=[CH:9][CH:10]=1.Br[CH:18]([CH2:26][CH3:27])[C:19]([O:21][C:22]([CH3:25])([CH3:24])[CH3:23])=[O:20].